Dataset: Full USPTO retrosynthesis dataset with 1.9M reactions from patents (1976-2016). Task: Predict the reactants needed to synthesize the given product. (1) Given the product [CH:1]1([C:6]2[CH:18]=[CH:17][C:9]([C:10]([OH:12])=[O:11])=[C:8]([NH:19][C:20]3[CH:25]=[CH:24][C:23]([F:26])=[CH:22][CH:21]=3)[CH:7]=2)[CH2:5][CH2:4][CH:3]=[CH:2]1, predict the reactants needed to synthesize it. The reactants are: [CH:1]1([C:6]2[CH:18]=[CH:17][C:9]([C:10]([O:12]C(C)(C)C)=[O:11])=[C:8]([NH:19][C:20]3[CH:25]=[CH:24][C:23]([F:26])=[CH:22][CH:21]=3)[CH:7]=2)[CH2:5][CH2:4][CH:3]=[CH:2]1. (2) Given the product [CH3:22][N:23]1[CH:27]=[CH:26][C:25]([NH:28][C:29]2[C:38]3[C:33](=[CH:34][CH:35]=[C:36]([O:39][C:40]4[CH:41]=[CH:42][C:43]([O:5][CH2:6][C@H:7]([O:9][CH:10]5[CH2:15][CH2:14][CH2:13][CH2:12][O:11]5)[CH3:8])=[CH:44][N:45]=4)[CH:37]=3)[N:32]=[CH:31][N:30]=2)=[N:24]1, predict the reactants needed to synthesize it. The reactants are: CS([O:5][CH2:6][C@@H:7]([O:9][CH:10]1[CH2:15][CH2:14][CH2:13][CH2:12][O:11]1)[CH3:8])(=O)=O.CC(C)([O-])C.[K+].[CH3:22][N:23]1[CH:27]=[CH:26][C:25]([NH:28][C:29]2[C:38]3[C:33](=[CH:34][CH:35]=[C:36]([O:39][C:40]4[N:45]=[CH:44][C:43](O)=[CH:42][CH:41]=4)[CH:37]=3)[N:32]=[CH:31][N:30]=2)=[N:24]1.Cl. (3) Given the product [C:19]1([C:2]2[CH:3]=[C:4]([C:9]3([C:13]4[CH:18]=[CH:17][CH:16]=[CH:15][CH:14]=4)[CH2:11][C:10]3=[CH2:12])[CH:5]=[C:6]([C:34]3[CH:39]=[CH:38][CH:37]=[CH:36][CH:35]=3)[CH:7]=2)[CH:24]=[CH:23][CH:22]=[CH:21][CH:20]=1, predict the reactants needed to synthesize it. The reactants are: Br[C:2]1[CH:3]=[C:4]([C:9]2([C:13]3[CH:18]=[CH:17][CH:16]=[CH:15][CH:14]=3)[CH2:11][C:10]2=[CH2:12])[CH:5]=[C:6](Br)[CH:7]=1.[C:19]1(B(O)O)[CH:24]=[CH:23][CH:22]=[CH:21][CH:20]=1.C(=O)([O-])[O-].[K+].[K+].[CH:34]1[CH:39]=[CH:38][CH:37]=[CH:36][CH:35]=1. (4) Given the product [F:1][C:2]1[CH:7]=[CH:6][C:5]([C:8]2[C:9]([C:31]3[CH:32]=[CH:33][N:34]=[CH:35][CH:36]=3)=[N:10][N:11]3[C:16]([C:17]4[CH:18]=[CH:19][C:20]([N:23]5[CH2:28][C@@H:27]6[CH2:29][C@H:24]5[CH2:25][N:26]6[CH3:30])=[CH:21][CH:22]=4)=[CH:15][CH:14]=[N:13][C:12]=23)=[CH:4][C:3]=1[OH:37], predict the reactants needed to synthesize it. The reactants are: [F:1][C:2]1[CH:7]=[CH:6][C:5]([C:8]2[C:9]([C:31]3[CH:36]=[CH:35][N:34]=[CH:33][CH:32]=3)=[N:10][N:11]3[C:16]([C:17]4[CH:22]=[CH:21][C:20]([N:23]5[CH2:28][C@@H:27]6[CH2:29][C@H:24]5[CH2:25][N:26]6[CH3:30])=[CH:19][CH:18]=4)=[CH:15][CH:14]=[N:13][C:12]=23)=[CH:4][C:3]=1[O:37]C.B(Br)(Br)Br. (5) Given the product [C:13]([C:17]1[CH:18]=[CH:19][C:20]([N:23]2[C:28](=[O:29])[C:27]([CH2:30][C:31]3[CH:32]=[CH:33][C:34]([C:37]4[CH:42]=[CH:41][CH:40]=[CH:39][C:38]=4[C:43]4[NH:3][C:4](=[O:7])[O:5][N:44]=4)=[CH:35][CH:36]=3)=[C:26]([CH2:45][CH2:46][CH3:47])[N:25]=[C:24]2[CH3:48])=[CH:21][CH:22]=1)([CH3:16])([CH3:15])[CH3:14], predict the reactants needed to synthesize it. The reactants are: [Cl-].O[NH3+:3].[C:4](=[O:7])([O-])[OH:5].[Na+].CS(C)=O.[C:13]([C:17]1[CH:22]=[CH:21][C:20]([N:23]2[C:28](=[O:29])[C:27]([CH2:30][C:31]3[CH:36]=[CH:35][C:34]([C:37]4[C:38]([C:43]#[N:44])=[CH:39][CH:40]=[CH:41][CH:42]=4)=[CH:33][CH:32]=3)=[C:26]([CH2:45][CH2:46][CH3:47])[N:25]=[C:24]2[CH3:48])=[CH:19][CH:18]=1)([CH3:16])([CH3:15])[CH3:14]. (6) Given the product [CH3:16][O:15][C:13]([C:9]1[N:10]([CH2:36][CH2:35][NH:34][C:27]([O:29][C:30]([CH3:33])([CH3:32])[CH3:31])=[O:28])[N:11]=[C:12]2[C:8]=1[CH2:7][CH2:6][C:5]1[CH:17]=[C:18]([O:19][CH3:20])[C:2]([Br:1])=[CH:3][C:4]2=1)=[O:14], predict the reactants needed to synthesize it. The reactants are: [Br:1][C:2]1[C:18]([O:19][CH3:20])=[CH:17][C:5]2[CH2:6][CH2:7][C:8]3[C:12]([C:4]=2[CH:3]=1)=[N:11][NH:10][C:9]=3[C:13]([O:15][CH3:16])=[O:14].CC(C)([O-])C.[Li+].[C:27]([NH:34][CH2:35][CH2:36]Br)([O:29][C:30]([CH3:33])([CH3:32])[CH3:31])=[O:28]. (7) Given the product [C:30]([O:29][C:27](=[O:28])[NH:26][CH2:25][CH:15]([N:14]([CH2:13][CH2:12][CH2:11][NH2:10])[C:34]([O:36][C:37]([CH3:40])([CH3:39])[CH3:38])=[O:35])[CH2:16][NH:17][C:18](=[O:19])[O:20][C:21]([CH3:22])([CH3:23])[CH3:24])([CH3:32])([CH3:31])[CH3:33], predict the reactants needed to synthesize it. The reactants are: C(OC(=O)[NH:10][CH2:11][CH2:12][CH2:13][N:14]([C:34]([O:36][C:37]([CH3:40])([CH3:39])[CH3:38])=[O:35])[CH:15]([CH2:25][NH:26][C:27]([O:29][C:30]([CH3:33])([CH3:32])[CH3:31])=[O:28])[CH2:16][NH:17][C:18]([O:20][C:21]([CH3:24])([CH3:23])[CH3:22])=[O:19])C1C=CC=CC=1. (8) Given the product [Cl:15][C@H:2]([CH2:6][C:7]1[CH:12]=[CH:11][CH:10]=[CH:9][CH:8]=1)[C:3]([OH:5])=[O:4], predict the reactants needed to synthesize it. The reactants are: O[C@@H:2]([CH2:6][C:7]1[CH:12]=[CH:11][CH:10]=[CH:9][CH:8]=1)[C:3]([OH:5])=[O:4].S(Cl)([Cl:15])=O.CN(C)C=O.Cl. (9) Given the product [C:41]([O:40][C:38](=[O:39])[N:21]([CH:10]1[CH:11]([C:13]2[CH:18]=[CH:17][C:16]([Cl:19])=[C:15]([Cl:20])[CH:14]=2)[CH2:12][N:8]([CH2:1][C:2]2[CH:7]=[CH:6][CH:5]=[CH:4][CH:3]=2)[CH2:9]1)[CH3:22])([CH3:42])([CH3:43])[CH3:44], predict the reactants needed to synthesize it. The reactants are: [CH2:1]([N:8]1[CH2:12][CH:11]([C:13]2[CH:18]=[CH:17][C:16]([Cl:19])=[C:15]([Cl:20])[CH:14]=2)[CH:10]([NH:21][CH3:22])[CH2:9]1)[C:2]1[CH:7]=[CH:6][CH:5]=[CH:4][CH:3]=1.C(N(CC)CC)C.[C:41]([O:40][C:38](O[C:38]([O:40][C:41]([CH3:44])([CH3:43])[CH3:42])=[O:39])=[O:39])([CH3:44])([CH3:43])[CH3:42]. (10) Given the product [C:26]([OH:33])(=[O:32])/[CH:27]=[CH:28]\[C:29]([OH:31])=[O:30].[CH3:1][N:2]([CH2:9][CH2:10][O:11][C:12]1[CH:25]=[CH:24][C:15]([CH2:16][CH:17]2[S:21][C:20](=[O:22])[NH:19][C:18]2=[O:23])=[CH:14][CH:13]=1)[C:3]1[CH:8]=[CH:7][CH:6]=[CH:5][N:4]=1, predict the reactants needed to synthesize it. The reactants are: [CH3:1][N:2]([CH2:9][CH2:10][O:11][C:12]1[CH:25]=[CH:24][C:15]([CH2:16][CH:17]2[S:21][C:20](=[O:22])[NH:19][C:18]2=[O:23])=[CH:14][CH:13]=1)[C:3]1[CH:8]=[CH:7][CH:6]=[CH:5][N:4]=1.[C:26]([OH:33])(=[O:32])/[CH:27]=[CH:28]\[C:29]([OH:31])=[O:30].